Dataset: Catalyst prediction with 721,799 reactions and 888 catalyst types from USPTO. Task: Predict which catalyst facilitates the given reaction. (1) Reactant: C([O:3][C:4](=[O:37])[C:5]([O:8][C:9]1[CH:14]=[CH:13][C:12]([O:15][CH2:16][CH2:17][C:18]2[N:19]=[C:20]([C:24]3[CH:29]=[CH:28][C:27]([C:30]4[CH:35]=[CH:34][C:33]([F:36])=[CH:32][CH:31]=4)=[CH:26][CH:25]=3)[O:21][C:22]=2[CH3:23])=[CH:11][CH:10]=1)([CH3:7])[CH3:6])C.[OH-].[Li+].C(O)C.Cl. Product: [F:36][C:33]1[CH:32]=[CH:31][C:30]([C:27]2[CH:26]=[CH:25][C:24]([C:20]3[O:21][C:22]([CH3:23])=[C:18]([CH2:17][CH2:16][O:15][C:12]4[CH:11]=[CH:10][C:9]([O:8][C:5]([CH3:7])([CH3:6])[C:4]([OH:37])=[O:3])=[CH:14][CH:13]=4)[N:19]=3)=[CH:29][CH:28]=2)=[CH:35][CH:34]=1. The catalyst class is: 6. (2) Reactant: [C:1]([NH:9][NH:10][C:11](=O)[C:12]1[CH:17]=[CH:16][CH:15]=[CH:14][C:13]=1[N+:18]([O-:20])=[O:19])(=O)[C:2]1[CH:7]=[CH:6][CH:5]=[CH:4][CH:3]=1.P12(SP3(SP(SP(S3)(S1)=S)(=S)S2)=S)=[S:23].C([O-])(O)=O.[Na+].C(OCC)(=O)C. Product: [N+:18]([C:13]1[CH:14]=[CH:15][CH:16]=[CH:17][C:12]=1[C:11]1[S:23][C:1]([C:2]2[CH:7]=[CH:6][CH:5]=[CH:4][CH:3]=2)=[N:9][N:10]=1)([O-:20])=[O:19]. The catalyst class is: 11. (3) Reactant: C[O:2][C:3]([C:5]1[CH:10]=[CH:9][C:8]([N:11]=[C:12]2[N:16]([CH2:17][CH:18]([CH3:20])[CH3:19])[C@@H:15]([CH2:21][CH:22]([CH3:24])[CH3:23])[CH2:14][S:13]2)=[C:7]([CH3:25])[CH:6]=1)=[O:4].[Li+].[OH-]. Product: [C:3]([C:5]1[CH:10]=[CH:9][C:8]([N:11]=[C:12]2[N:16]([CH2:17][CH:18]([CH3:20])[CH3:19])[C@@H:15]([CH2:21][CH:22]([CH3:24])[CH3:23])[CH2:14][S:13]2)=[C:7]([CH3:25])[CH:6]=1)([OH:4])=[O:2]. The catalyst class is: 24.